This data is from Forward reaction prediction with 1.9M reactions from USPTO patents (1976-2016). The task is: Predict the product of the given reaction. Given the reactants Cl[C:2]1[C:11]2[C:6](=[CH:7][CH:8]=[CH:9][C:10]=2[O:12][CH:13]2[CH2:18][CH2:17][N:16]([CH3:19])[CH2:15][CH2:14]2)[N:5]=[CH:4][N:3]=1.[Cl:20][C:21]1[CH:34]=[C:33]([NH2:35])[CH:32]=[CH:31][C:22]=1[O:23][CH2:24][C:25]1[CH:29]=[CH:28][N:27]([CH3:30])[N:26]=1, predict the reaction product. The product is: [Cl:20][C:21]1[CH:34]=[C:33]([CH:32]=[CH:31][C:22]=1[O:23][CH2:24][C:25]1[CH:29]=[CH:28][N:27]([CH3:30])[N:26]=1)[NH:35][C:2]1[C:11]2[C:6](=[CH:7][CH:8]=[CH:9][C:10]=2[O:12][CH:13]2[CH2:18][CH2:17][N:16]([CH3:19])[CH2:15][CH2:14]2)[N:5]=[CH:4][N:3]=1.